From a dataset of Catalyst prediction with 721,799 reactions and 888 catalyst types from USPTO. Predict which catalyst facilitates the given reaction. (1) Reactant: [NH2:1][C:2](=[S:14])[CH2:3][N:4]1[CH:8]=[C:7]([C:9]([O:11][CH2:12][CH3:13])=[O:10])[CH:6]=[N:5]1.Br[CH2:16][C:17]([C:19]1[CH:24]=[CH:23][C:22]([N+:25]([O-:27])=[O:26])=[CH:21][CH:20]=1)=O. Product: [N+:25]([C:22]1[CH:23]=[CH:24][C:19]([C:17]2[N:1]=[C:2]([CH2:3][N:4]3[CH:8]=[C:7]([C:9]([O:11][CH2:12][CH3:13])=[O:10])[CH:6]=[N:5]3)[S:14][CH:16]=2)=[CH:20][CH:21]=1)([O-:27])=[O:26]. The catalyst class is: 8. (2) Reactant: [C:1]([O:5][C:6](=[O:34])[C@@H:7]([NH:26][C:27]([O:29][C:30]([CH3:33])([CH3:32])[CH3:31])=[O:28])[CH2:8][CH2:9][CH:10]([CH2:18][C:19]1[CH:24]=[CH:23][C:22]([OH:25])=[CH:21][CH:20]=1)[C:11]([O:13][C:14]([CH3:17])([CH3:16])[CH3:15])=[O:12])([CH3:4])([CH3:3])[CH3:2].C(=O)([O-])[O-].[K+].[K+].[CH3:41][C:42]1[CH:47]=[CH:46][C:45]([S:48]([O:51][CH2:52][C@H:53]2[C@H:57]([CH2:58]OS(C3C=CC(C)=CC=3)(=O)=O)[O:56][C:55]([CH3:71])([CH3:70])[O:54]2)(=[O:50])=[O:49])=[CH:44][CH:43]=1. Product: [C:30]([O:29][C:27]([NH:26][C@@H:7]([CH2:8][CH2:9][CH:10]([CH2:18][C:19]1[CH:20]=[CH:21][C:22]([O:25][CH2:58][C@H:57]2[C@H:53]([CH2:52][O:51][S:48]([C:45]3[CH:46]=[CH:47][C:42]([CH3:41])=[CH:43][CH:44]=3)(=[O:50])=[O:49])[O:54][C:55]([CH3:70])([CH3:71])[O:56]2)=[CH:23][CH:24]=1)[C:11]([O:13][C:14]([CH3:15])([CH3:17])[CH3:16])=[O:12])[C:6]([O:5][C:1]([CH3:2])([CH3:3])[CH3:4])=[O:34])=[O:28])([CH3:33])([CH3:32])[CH3:31]. The catalyst class is: 163. (3) Reactant: [CH2:1]([C@@H:3]1[NH:9][CH2:8][C:7]2[CH:10]=[CH:11][C:12]([C:14]([O:16][CH3:17])=[O:15])=[CH:13][C:6]=2[O:5][CH2:4]1)[CH3:2].I[C:19]1[CH:24]=[CH:23][CH:22]=[CH:21][CH:20]=1.C([O-])([O-])=O.[Cs+].[Cs+].C1C=CC(P(C2C(C3C(P(C4C=CC=CC=4)C4C=CC=CC=4)=CC=C4C=3C=CC=C4)=C3C(C=CC=C3)=CC=2)C2C=CC=CC=2)=CC=1. Product: [CH2:1]([C@@H:3]1[N:9]([C:19]2[CH:24]=[CH:23][CH:22]=[CH:21][CH:20]=2)[CH2:8][C:7]2[CH:10]=[CH:11][C:12]([C:14]([O:16][CH3:17])=[O:15])=[CH:13][C:6]=2[O:5][CH2:4]1)[CH3:2]. The catalyst class is: 222. (4) Reactant: [CH3:1][C:2]([CH3:11])([C:8]([O-:10])=O)[C:3]([O:5][CH2:6][CH3:7])=[O:4].[CH2:12]([O:19][C:20]([N:22]1[CH2:27][CH2:26][NH:25][CH2:24][CH2:23]1)=[O:21])[C:13]1[CH:18]=[CH:17][CH:16]=[CH:15][CH:14]=1.ON1C2C=CC=CC=2N=N1.Cl.C(N=C=NCCCN(C)C)C. Product: [CH2:12]([O:19][C:20]([N:22]1[CH2:27][CH2:26][N:25]([C:8](=[O:10])[C:2]([C:3]([O:5][CH2:6][CH3:7])=[O:4])([CH3:1])[CH3:11])[CH2:24][CH2:23]1)=[O:21])[C:13]1[CH:18]=[CH:17][CH:16]=[CH:15][CH:14]=1. The catalyst class is: 681. (5) Reactant: [C:1](=[S:3])=[S:2].[OH-].[NH4+].[NH2:6][CH2:7][CH2:8][S:9]([OH:12])(=[O:11])=[O:10].C(=S)([S-])N.Cl[CH2:18][C:19]([O-])=[O:20].[Na+].C(=O)([O-])[O-].[Na+].[Na+].Cl. Product: [S:2]1[CH2:18][C:19](=[O:20])[N:6]([CH2:7][CH2:8][S:9]([OH:12])(=[O:11])=[O:10])[C:1]1=[S:3]. The catalyst class is: 6. (6) Reactant: C[O:2][C:3](=[O:18])[C@@H:4]1[CH2:8][CH2:7][CH2:6][N:5]1[S:9]([C:12]1[CH:17]=[CH:16][CH:15]=[CH:14][CH:13]=1)(=[O:11])=[O:10].[Li+].[OH-]. Product: [C:12]1([S:9]([N:5]2[CH2:6][CH2:7][CH2:8][C@H:4]2[C:3]([OH:18])=[O:2])(=[O:11])=[O:10])[CH:13]=[CH:14][CH:15]=[CH:16][CH:17]=1. The catalyst class is: 5.